From a dataset of Drug-target binding data from BindingDB using IC50 measurements. Regression. Given a target protein amino acid sequence and a drug SMILES string, predict the binding affinity score between them. We predict pIC50 (pIC50 = -log10(IC50 in M); higher means more potent). Dataset: bindingdb_ic50. (1) The drug is COC(=O)C[C@@H](/C=C/S(C)(=O)=O)NC(=O)[C@@H](NC(=O)[C@@H](NC(=O)[C@H](CC(=O)OC)NC(=O)OCc1ccccc1)C1Cc2ccccc2C1)C(C)C. The target protein (P55210) has sequence MADDQGCIEEQGVEDSANEDSVDAKPDRSSFVPSLFSKKKKNVTMRSIKTTRDRVPTYQYNMNFEKLGKCIIINNKNFDKVTGMGVRNGTDKDAEALFKCFRSLGFDVIVYNDCSCAKMQDLLKKASEEDHTNAACFACILLSHGEENVIYGKDGVTPIKDLTAHFRGDRCKTLLEKPKLFFIQACRGTELDDGIQADSGPINDTDANPRYKIPVEADFLFAYSTVPGYYSWRSPGRGSWFVQALCSILEEHGKDLEIMQILTRVNDRVARHFESQSDDPHFHEKKQIPCVVSMLTKELYFSQ. The pIC50 is 5.5. (2) The small molecule is CC(C)Cc1ccc(C(C)(C)C(=O)N(C)O)cc1. The target protein (P12527) has sequence MPSYTVTVATGSQWFAGTDDYIYLSLIGSAGCSEKHLLDKAFYNDFERGGRDSYDVTVDEELGEIYLVKIEKRKYRLHDDWYLKYITLKTPHDYIEFPCYRWITGEGEIVLRDGCAKLARDDQIHILKQHRRKELETRQKQYRWMEWNPGFPLSIDAKCHKDLPRDIQFDSEKGVDFVLNYSKAMENLFINRFMHMFQSSWHDFADFEKIFVKISNTISERVKNHWQEDLMFGYQFLNGCNPVLIKRCTELPKKLPVTTEMVECSLERQLSLEQEVQEGNIFIVDYELLDGIDANKTDPCTHQFLAAPICLLYKNLANKIVPIAIQLNQTPGEKNPIFLPTDSKYDWLLAKIWVRSSDFHIHQTITHLLRTHLVSEVFGIAMYRQLPAVHPLFKLLVAHVRFTIAINTKAREQLNCEYGLFDKANATGGGGHVQMVQRAVQDLTYSSLCFPEAIKARGMDNTEDIPYYFYRDDGLLVWEAIQSFTTEVVSIYYEDDQVVE.... The pIC50 is 6.1. (3) The small molecule is O=C(NCC(CNC(=O)OCCNC(=O)O[C@H]1O[C@@H](CO)[C@@H](O)[C@H](O)[C@H]1O)OC(=O)NC(O)NC(=O)OCCOCCNC(=O)O[C@H]1C[C@@H](CO)[C@@H](O)[C@H](O[C@H]2O[C@@H](CO)[C@@H](O)[C@H](O)[C@@H]2O)[C@H]1O)OCCNC(=O)O[C@H]1O[C@@H](CO)[C@@H](O)[C@H](O)[C@H]1O. The target protein (P27824) has sequence MEGKWLLCMLLVLGTAIVEAHDGHDDDVIDIEDDLDDVIEEVEDSKPDTTAPPSSPKVTYKAPVPTGEVYFADSFDRGTLSGWILSKAKKDDTDDEIAKYDGKWEVEEMKESKLPGDKGLVLMSRAKHHAISAKLNKPFLFDTKPLIVQYEVNFQNGIECGGAYVKLLSKTPELNLDQFHDKTPYTIMFGPDKCGEDYKLHFIFRHKNPKTGIYEEKHAKRPDADLKTYFTDKKTHLYTLILNPDNSFEILVDQSVVNSGNLLNDMTPPVNPSREIEDPEDRKPEDWDERPKIPDPEAVKPDDWDEDAPAKIPDEEATKPEGWLDDEPEYVPDPDAEKPEDWDEDMDGEWEAPQIANPRCESAPGCGVWQRPVIDNPNYKGKWKPPMIDNPSYQGIWKPRKIPNPDFFEDLEPFRMTPFSAIGLELWSMTSDIFFDNFIICADRRIVDDWANDGWGLKKAADGAAEPGVVGQMIEAAEERPWLWVVYILTVALPVFLVIL.... The pIC50 is 3.5.